The task is: Predict the reactants needed to synthesize the given product.. This data is from Full USPTO retrosynthesis dataset with 1.9M reactions from patents (1976-2016). The reactants are: [CH:1]1([CH:7]=O)[CH2:6][CH2:5][CH2:4][CH2:3][CH2:2]1.Cl.[NH2:10][OH:11].CCN(CC)CC. Given the product [CH:1]1([CH:7]=[N:10][OH:11])[CH2:6][CH2:5][CH2:4][CH2:3][CH2:2]1, predict the reactants needed to synthesize it.